Dataset: Full USPTO retrosynthesis dataset with 1.9M reactions from patents (1976-2016). Task: Predict the reactants needed to synthesize the given product. Given the product [F:73][C:25]([F:24])([CH2:71][OH:72])[CH2:26][N:27]1[CH:31]=[C:30]([C:32]2[N:37]=[C:36]([C:38](=[O:41])[NH:39][CH3:40])[C:35]([NH:42][C:43]3[C:48]([C:49]([F:52])([F:51])[F:50])=[CH:47][N:46]=[C:45]([NH:53][C:54]4[CH:68]=[CH:67][C:57]([CH2:58][P:59](=[O:63])([OH:66])[O:60][CH2:61][CH3:62])=[CH:56][C:55]=4[O:69][CH3:70])[N:44]=3)=[CH:34][CH:33]=2)[CH:29]=[N:28]1, predict the reactants needed to synthesize it. The reactants are: NC1C=CC(C2C=NN(CCCO)C=2)=CC=1C(N(CC)CC)=O.[F:24][C:25]([F:73])([CH2:71][OH:72])[CH2:26][N:27]1[CH:31]=[C:30]([C:32]2[N:37]=[C:36]([C:38](=[O:41])[NH:39][CH3:40])[C:35]([NH:42][C:43]3[C:48]([C:49]([F:52])([F:51])[F:50])=[CH:47][N:46]=[C:45]([NH:53][C:54]4[CH:68]=[CH:67][C:57]([CH2:58][P:59](=[O:66])([O:63]CC)[O:60][CH2:61][CH3:62])=[CH:56][C:55]=4[O:69][CH3:70])[N:44]=3)=[CH:34][CH:33]=2)[CH:29]=[N:28]1.